This data is from Forward reaction prediction with 1.9M reactions from USPTO patents (1976-2016). The task is: Predict the product of the given reaction. (1) The product is: [CH3:31][Si:28]([CH3:30])([CH3:29])[CH2:27][CH2:26][O:25][CH2:24][N:7]([CH2:6][O:5][CH2:4][CH2:3][Si:2]([CH3:32])([CH3:33])[CH3:1])[C:8]1[N:13]2[N:14]=[CH:15][CH:16]=[C:12]2[N:11]=[C:10]([CH:17]2[CH2:22][CH2:48][N:47]([C:50]([O:52][C:53]([CH3:56])([CH3:55])[CH3:54])=[O:51])[CH2:46][CH2:18]2)[CH:9]=1. Given the reactants [CH3:1][Si:2]([CH3:33])([CH3:32])[CH2:3][CH2:4][O:5][CH2:6][N:7]([CH2:24][O:25][CH2:26][CH2:27][Si:28]([CH3:31])([CH3:30])[CH3:29])[C:8]1[N:13]2[N:14]=[CH:15][CH:16]=[C:12]2[N:11]=[C:10]([CH:17]2[CH2:22]CC(=O)C[CH2:18]2)[CH:9]=1.NC1N2N=CC=C2N=C(C2C[CH2:48][N:47]([C:50]([O:52][C:53]([CH3:56])([CH3:55])[CH3:54])=[O:51])[CH2:46]C2)C=1.NC1N2N=CC=C2N=C(C2CCC(=O)CC2)C=1, predict the reaction product. (2) Given the reactants [C:1]([O:5][C:6]([N:8]1[CH2:15][CH2:14][CH2:13][C@@H:9]1[C:10]([OH:12])=O)=[O:7])([CH3:4])([CH3:3])[CH3:2].[CH2:16](Cl)[CH2:17]Cl.[CH:20]1[CH:21]=[CH:22]C2N(O)N=N[C:24]=2[CH:25]=1.C[N:31]1[CH2:36][CH2:35]OCC1.[CH2:37](Cl)Cl, predict the reaction product. The product is: [C:1]([O:5][C:6]([N:8]1[CH2:15][CH2:14][CH2:13][C@@H:9]1[C:10]([NH:31][C:36]12[CH2:35][CH:25]3[CH2:20][CH:21]([CH2:16][CH:17]([CH2:24]3)[CH2:37]1)[CH2:22]2)=[O:12])=[O:7])([CH3:2])([CH3:3])[CH3:4].